Task: Regression. Given two drug SMILES strings and cell line genomic features, predict the synergy score measuring deviation from expected non-interaction effect.. Dataset: NCI-60 drug combinations with 297,098 pairs across 59 cell lines (1) Drug 1: C#CCC(CC1=CN=C2C(=N1)C(=NC(=N2)N)N)C3=CC=C(C=C3)C(=O)NC(CCC(=O)O)C(=O)O. Drug 2: C(CN)CNCCSP(=O)(O)O. Cell line: NCI-H522. Synergy scores: CSS=-0.646, Synergy_ZIP=0.847, Synergy_Bliss=-1.16, Synergy_Loewe=-1.01, Synergy_HSA=-3.30. (2) Synergy scores: CSS=24.0, Synergy_ZIP=-0.255, Synergy_Bliss=0.169, Synergy_Loewe=-51.8, Synergy_HSA=-0.118. Cell line: SF-268. Drug 2: C1=CC=C(C(=C1)C(C2=CC=C(C=C2)Cl)C(Cl)Cl)Cl. Drug 1: CC1C(C(CC(O1)OC2CC(OC(C2O)C)OC3=CC4=CC5=C(C(=O)C(C(C5)C(C(=O)C(C(C)O)O)OC)OC6CC(C(C(O6)C)O)OC7CC(C(C(O7)C)O)OC8CC(C(C(O8)C)O)(C)O)C(=C4C(=C3C)O)O)O)O. (3) Drug 1: C1=CC(=CC=C1CCC2=CNC3=C2C(=O)NC(=N3)N)C(=O)NC(CCC(=O)O)C(=O)O. Drug 2: C1=CC(=CC=C1CCCC(=O)O)N(CCCl)CCCl. Cell line: LOX IMVI. Synergy scores: CSS=58.6, Synergy_ZIP=0.348, Synergy_Bliss=-1.86, Synergy_Loewe=-6.14, Synergy_HSA=2.13. (4) Drug 1: C1CCC(C1)C(CC#N)N2C=C(C=N2)C3=C4C=CNC4=NC=N3. Drug 2: CC1C(C(=O)NC(C(=O)N2CCCC2C(=O)N(CC(=O)N(C(C(=O)O1)C(C)C)C)C)C(C)C)NC(=O)C3=C4C(=C(C=C3)C)OC5=C(C(=O)C(=C(C5=N4)C(=O)NC6C(OC(=O)C(N(C(=O)CN(C(=O)C7CCCN7C(=O)C(NC6=O)C(C)C)C)C)C(C)C)C)N)C. Cell line: UO-31. Synergy scores: CSS=13.8, Synergy_ZIP=-2.74, Synergy_Bliss=-1.44, Synergy_Loewe=-2.32, Synergy_HSA=-2.57. (5) Drug 1: C(=O)(N)NO. Synergy scores: CSS=3.91, Synergy_ZIP=-2.35, Synergy_Bliss=-4.73, Synergy_Loewe=-4.63, Synergy_HSA=-4.37. Drug 2: C(CCl)NC(=O)N(CCCl)N=O. Cell line: TK-10.